Dataset: NCI-60 drug combinations with 297,098 pairs across 59 cell lines. Task: Regression. Given two drug SMILES strings and cell line genomic features, predict the synergy score measuring deviation from expected non-interaction effect. (1) Drug 1: C1=CN(C(=O)N=C1N)C2C(C(C(O2)CO)O)O.Cl. Drug 2: CC12CCC3C(C1CCC2O)C(CC4=C3C=CC(=C4)O)CCCCCCCCCS(=O)CCCC(C(F)(F)F)(F)F. Cell line: SK-OV-3. Synergy scores: CSS=7.75, Synergy_ZIP=-0.386, Synergy_Bliss=3.03, Synergy_Loewe=-7.48, Synergy_HSA=-1.68. (2) Cell line: SF-295. Synergy scores: CSS=38.6, Synergy_ZIP=-5.02, Synergy_Bliss=-9.48, Synergy_Loewe=-13.4, Synergy_HSA=-9.23. Drug 2: C1CCC(C(C1)N)N.C(=O)(C(=O)[O-])[O-].[Pt+4]. Drug 1: CCCCC(=O)OCC(=O)C1(CC(C2=C(C1)C(=C3C(=C2O)C(=O)C4=C(C3=O)C=CC=C4OC)O)OC5CC(C(C(O5)C)O)NC(=O)C(F)(F)F)O. (3) Drug 1: CCC1=C2CN3C(=CC4=C(C3=O)COC(=O)C4(CC)O)C2=NC5=C1C=C(C=C5)O. Drug 2: CCN(CC)CCCC(C)NC1=C2C=C(C=CC2=NC3=C1C=CC(=C3)Cl)OC. Cell line: EKVX. Synergy scores: CSS=21.9, Synergy_ZIP=-5.79, Synergy_Bliss=1.15, Synergy_Loewe=-0.802, Synergy_HSA=-0.712. (4) Drug 1: CN(C)N=NC1=C(NC=N1)C(=O)N. Drug 2: CC1C(C(=O)NC(C(=O)N2CCCC2C(=O)N(CC(=O)N(C(C(=O)O1)C(C)C)C)C)C(C)C)NC(=O)C3=C4C(=C(C=C3)C)OC5=C(C(=O)C(=C(C5=N4)C(=O)NC6C(OC(=O)C(N(C(=O)CN(C(=O)C7CCCN7C(=O)C(NC6=O)C(C)C)C)C)C(C)C)C)N)C. Cell line: UACC-257. Synergy scores: CSS=-8.03, Synergy_ZIP=3.03, Synergy_Bliss=-1.67, Synergy_Loewe=-6.28, Synergy_HSA=-7.48. (5) Drug 1: C1=C(C(=O)NC(=O)N1)F. Drug 2: B(C(CC(C)C)NC(=O)C(CC1=CC=CC=C1)NC(=O)C2=NC=CN=C2)(O)O. Cell line: PC-3. Synergy scores: CSS=35.6, Synergy_ZIP=2.19, Synergy_Bliss=3.82, Synergy_Loewe=4.94, Synergy_HSA=4.95. (6) Drug 1: C1CCC(CC1)NC(=O)N(CCCl)N=O. Drug 2: C1=CN(C=N1)CC(O)(P(=O)(O)O)P(=O)(O)O. Cell line: OVCAR3. Synergy scores: CSS=-1.49, Synergy_ZIP=-5.55, Synergy_Bliss=-12.5, Synergy_Loewe=-13.8, Synergy_HSA=-13.1. (7) Drug 1: C1CCC(C1)C(CC#N)N2C=C(C=N2)C3=C4C=CNC4=NC=N3. Drug 2: C1=CC=C(C(=C1)C(C2=CC=C(C=C2)Cl)C(Cl)Cl)Cl. Cell line: MOLT-4. Synergy scores: CSS=18.2, Synergy_ZIP=4.51, Synergy_Bliss=10.3, Synergy_Loewe=8.23, Synergy_HSA=10.2.